Task: Predict which catalyst facilitates the given reaction.. Dataset: Catalyst prediction with 721,799 reactions and 888 catalyst types from USPTO (1) Reactant: [F:1][C:2]1[CH:9]=[C:8]([F:10])[CH:7]=[C:6]([OH:11])[C:3]=1[CH:4]=[O:5].I[CH2:13][CH3:14].C([O-])([O-])=O.[K+].[K+].CCOCC. Product: [CH2:13]([O:11][C:6]1[CH:7]=[C:8]([F:10])[CH:9]=[C:2]([F:1])[C:3]=1[CH:4]=[O:5])[CH3:14]. The catalyst class is: 18. (2) Reactant: C([O:5][C:6](=[O:43])[C:7]1[CH:12]=[C:11]([O:13][CH2:14][CH2:15][CH2:16][CH2:17][CH2:18][CH2:19][C:20]2[CH:25]=[CH:24][CH:23]=[C:22]([O:26][CH2:27][CH2:28][CH2:29][C:30]([O:32][CH2:33][CH3:34])=[O:31])[C:21]=2[CH2:35][CH2:36][C:37]([O:39][CH2:40][CH3:41])=[O:38])[CH:10]=[C:9]([Br:42])[CH:8]=1)(C)(C)C.FC(F)(F)C(O)=O. Product: [Br:42][C:9]1[CH:8]=[C:7]([CH:12]=[C:11]([O:13][CH2:14][CH2:15][CH2:16][CH2:17][CH2:18][CH2:19][C:20]2[CH:25]=[CH:24][CH:23]=[C:22]([O:26][CH2:27][CH2:28][CH2:29][C:30]([O:32][CH2:33][CH3:34])=[O:31])[C:21]=2[CH2:35][CH2:36][C:37]([O:39][CH2:40][CH3:41])=[O:38])[CH:10]=1)[C:6]([OH:43])=[O:5]. The catalyst class is: 4. (3) Reactant: [N:1]1[CH:6]=[CH:5][C:4]([NH:7][C:8]([C:10]2[C:18]3[C:17]4[CH:19]=[CH:20][CH:21]=[CH:22][C:16]=4[O:15][C:14]=3[C:13]([O:23][CH:24]([CH3:26])[CH3:25])=[CH:12][CH:11]=2)=[O:9])=[CH:3][CH:2]=1.ClC1C=CC=C(C(OO)=[O:35])C=1. Product: [N:1]1[CH:2]=[CH:3][C:4]([NH+:7]([O-:35])[C:8]([C:10]2[C:18]3[C:17]4[CH:19]=[CH:20][CH:21]=[CH:22][C:16]=4[O:15][C:14]=3[C:13]([O:23][CH:24]([CH3:26])[CH3:25])=[CH:12][CH:11]=2)=[O:9])=[CH:5][CH:6]=1. The catalyst class is: 22. (4) Reactant: [Cl:1][C:2]1[CH:7]=[CH:6][CH:5]=[C:4]([Cl:8])[C:3]=1[C:9]1[C:13]([CH2:14][O:15][C:16]2[CH:17]=[C:18]3[C:22](=[CH:23][CH:24]=2)[N:21]([S:25]([C:28]2[CH:29]=[C:30]([CH:35]=[CH:36][CH:37]=2)[C:31]([O:33]C)=[O:32])(=[O:27])=[O:26])[CH:20]=[CH:19]3)=[C:12]([CH:38]([CH3:40])[CH3:39])[O:11][N:10]=1.[OH-].[Li+].O1CCOCC1.S([O-])(O)(=O)=O.[Na+]. Product: [Cl:8][C:4]1[CH:5]=[CH:6][CH:7]=[C:2]([Cl:1])[C:3]=1[C:9]1[C:13]([CH2:14][O:15][C:16]2[CH:17]=[C:18]3[C:22](=[CH:23][CH:24]=2)[N:21]([S:25]([C:28]2[CH:29]=[C:30]([CH:35]=[CH:36][CH:37]=2)[C:31]([OH:33])=[O:32])(=[O:27])=[O:26])[CH:20]=[CH:19]3)=[C:12]([CH:38]([CH3:40])[CH3:39])[O:11][N:10]=1. The catalyst class is: 84. (5) Reactant: [CH:1]1[C:10]2[C:5](=[CH:6][CH:7]=[CH:8][CH:9]=2)[CH:4]=[CH:3][C:2]=1[O:11][C:12]1[CH:20]=[CH:19][C:15]([C:16](O)=[O:17])=[CH:14][CH:13]=1.C(Cl)(=O)C(Cl)=O.[NH2:27][C:28]1[CH:33]=[CH:32][CH:31]=[CH:30][CH:29]=1.C(N(CC)CC)C. Product: [C:28]1([NH:27][C:16](=[O:17])[C:15]2[CH:19]=[CH:20][C:12]([O:11][C:2]3[CH:3]=[CH:4][C:5]4[C:10](=[CH:9][CH:8]=[CH:7][CH:6]=4)[CH:1]=3)=[CH:13][CH:14]=2)[CH:33]=[CH:32][CH:31]=[CH:30][CH:29]=1. The catalyst class is: 606. (6) Reactant: [F:1][C:2]1[CH:7]=[CH:6][CH:5]=[CH:4][C:3]=1[N:8]1[C:12](I)=[CH:11][C:10]([NH2:14])=[N:9]1.[F:15][C:16]1[CH:17]=[C:18](B2OC(C)(C)C(C)(C)O2)[CH:19]=[C:20]([CH2:22][O:23][C@H:24]([CH3:29])[C:25]([F:28])([F:27])[F:26])[CH:21]=1.C1(P(C2CCCCC2)C2CCCCC2)CCCCC1.C(=O)([O-])[O-].[K+].[K+]. Product: [F:1][C:2]1[CH:7]=[CH:6][CH:5]=[CH:4][C:3]=1[N:8]1[C:12]([C:18]2[CH:19]=[C:20]([CH2:22][O:23][C@H:24]([CH3:29])[C:25]([F:28])([F:27])[F:26])[CH:21]=[C:16]([F:15])[CH:17]=2)=[CH:11][C:10]([NH2:14])=[N:9]1. The catalyst class is: 160. (7) Reactant: [NH2:1][C:2]([C:6]1[CH:7]=[C:8]2[C:13](=[CH:14][CH:15]=1)[N:12]=[C:11]([O:16][C@H:17]1[CH2:22][CH2:21][C@H:20]([C:23]([CH3:26])([CH3:25])[CH3:24])[CH2:19][CH2:18]1)[CH:10]=[CH:9]2)([CH3:5])[CH2:3][OH:4].C(=O)=O. Product: [NH2:1][C@@:2]([C:6]1[CH:7]=[C:8]2[C:13](=[CH:14][CH:15]=1)[N:12]=[C:11]([O:16][C@H:17]1[CH2:18][CH2:19][C@H:20]([C:23]([CH3:26])([CH3:25])[CH3:24])[CH2:21][CH2:22]1)[CH:10]=[CH:9]2)([CH3:5])[CH2:3][OH:4]. The catalyst class is: 5.